Dataset: Reaction yield outcomes from USPTO patents with 853,638 reactions. Task: Predict the reaction yield, written as a fraction of the theoretical maximum amount of product (1.0 means a 100% yield; for example, 0.34 means a 34% yield). (1) The reactants are [Br:1][C:2]1[CH:3]=[N:4][CH:5]=[C:6]([OH:8])[CH:7]=1.[C:9](OC(=O)C)(=[O:11])[CH3:10].C(N(CC)CC)C. The catalyst is C1COCC1.C(OCC)C. The product is [C:9]([O:8][C:6]1[CH:5]=[N:4][CH:3]=[C:2]([Br:1])[CH:7]=1)(=[O:11])[CH3:10]. The yield is 0.840. (2) The reactants are CO[C:3]1[CH:8]=[CH:7][C:6]([NH:9][S:10]([C:13]2[CH:18]=[CH:17][C:16]([N+:19]([O-:21])=[O:20])=[CH:15][CH:14]=2)(=[O:12])=[O:11])=[CH:5][CH:4]=1.C([Li])CCC.[Br:27][C:28]1[CH:29]=[CH:30][C:31]2[N:32]([CH2:42][CH:43]3[CH2:45][O:44]3)[C:33]3[C:38]([C:39]=2[CH:40]=1)=[CH:37][C:36]([Br:41])=[CH:35][CH:34]=3.C[CH2:47][O:48]C(C)=O. The catalyst is C1(C)C=CC=CC=1. The product is [Br:27][C:28]1[CH:29]=[CH:30][C:31]2[N:32]([CH2:42][CH:43]([OH:44])[CH2:45][N:9]([C:6]3[CH:5]=[CH:4][CH:3]=[C:8]([O:48][CH3:47])[CH:7]=3)[S:10]([C:13]3[CH:14]=[CH:15][C:16]([N+:19]([O-:21])=[O:20])=[CH:17][CH:18]=3)(=[O:11])=[O:12])[C:33]3[C:38]([C:39]=2[CH:40]=1)=[CH:37][C:36]([Br:41])=[CH:35][CH:34]=3. The yield is 0.880. (3) The reactants are [F:1][C:2]([F:7])([F:6])[C:3]([OH:5])=[O:4].[CH2:8]([N:10]([CH2:12][C:13]1[S:17][CH:16]=[C:15]([C:18]2[CH:19]=[C:20]3[C:24](=[C:25]([C:27]([NH2:29])=[O:28])[CH:26]=2)[NH:23][CH:22]=[C:21]3[CH:30]2[CH2:35][CH2:34][N:33]([S:36]([CH2:39][CH3:40])(=[O:38])=[O:37])[CH2:32][CH2:31]2)[CH:14]=1)[CH3:11])[CH3:9].[CH3:41][NH:42][CH2:43][CH3:44]. No catalyst specified. The product is [F:1][C:2]([F:7])([F:6])[C:3]([OH:5])=[O:4].[CH2:39]([S:36]([N:33]1[CH2:34][CH2:35][CH:30]([C:21]2[C:20]3[C:24](=[C:25]([C:27]([NH2:29])=[O:28])[CH:26]=[C:18]([C:15]4[CH:14]=[C:13]([CH2:12][N:10]([CH3:11])[CH2:8][CH2:9][C:43]5[CH:44]=[CH:3][CH:2]=[CH:41][N:42]=5)[S:17][CH:16]=4)[CH:19]=3)[NH:23][CH:22]=2)[CH2:31][CH2:32]1)(=[O:37])=[O:38])[CH3:40]. The yield is 0.0736. (4) The reactants are [F:1][C:2]1[CH:3]=[C:4]2[C:9](=[CH:10][CH:11]=1)[N:8]=[C:7]([NH:12][C:13](=[O:17])OCC)[C:6]([O:18][CH3:19])=[N:5]2.[CH3:20][O:21][C:22]1[CH:27]=[CH:26][C:25]([N:28]2[CH2:33][CH2:32][NH:31][CH2:30][CH2:29]2)=[CH:24][CH:23]=1. No catalyst specified. The product is [F:1][C:2]1[CH:3]=[C:4]2[C:9](=[CH:10][CH:11]=1)[N:8]=[C:7]([NH:12][C:13]([N:31]1[CH2:30][CH2:29][N:28]([C:25]3[CH:24]=[CH:23][C:22]([O:21][CH3:20])=[CH:27][CH:26]=3)[CH2:33][CH2:32]1)=[O:17])[C:6]([O:18][CH3:19])=[N:5]2. The yield is 0.840. (5) The reactants are [N+:1]([CH3:4])([O-:3])=[O:2].[Li]CCCC.[Br:10][C:11]1[CH:12]=[C:13]([CH:22]=[C:23]([F:25])[CH:24]=1)/[CH:14]=[N:15]/[S@:16]([C:18]([CH3:21])([CH3:20])[CH3:19])=[O:17]. The catalyst is C1COCC1. The product is [Br:10][C:11]1[CH:12]=[C:13]([C@H:14]([NH:15][S@:16]([C:18]([CH3:21])([CH3:20])[CH3:19])=[O:17])[CH2:4][N+:1]([O-:3])=[O:2])[CH:22]=[C:23]([F:25])[CH:24]=1. The yield is 0.387. (6) The reactants are Cl[C:2]1[N:7]=[C:6]([NH:8][C:9]2[CH:14]=[CH:13][CH:12]=[CH:11][C:10]=2[S:15]([CH:18]([CH3:20])[CH3:19])(=[O:17])=[O:16])[C:5]([Cl:21])=[CH:4][N:3]=1.[CH2:22]([N:29]1[CH2:34][CH2:33][P:32]([C:36]2[CH:42]=[CH:41][C:39]([NH2:40])=[C:38]([O:43][CH3:44])[CH:37]=2)(=[O:35])[CH2:31][CH2:30]1)[C:23]1[CH:28]=[CH:27][CH:26]=[CH:25][CH:24]=1.Cl.[OH-].[Na+]. The catalyst is COCCO. The product is [CH2:22]([N:29]1[CH2:30][CH2:31][P:32]([C:36]2[CH:42]=[CH:41][C:39]([NH:40][C:2]3[N:7]=[C:6]([NH:8][C:9]4[CH:14]=[CH:13][CH:12]=[CH:11][C:10]=4[S:15]([CH:18]([CH3:20])[CH3:19])(=[O:17])=[O:16])[C:5]([Cl:21])=[CH:4][N:3]=3)=[C:38]([O:43][CH3:44])[CH:37]=2)(=[O:35])[CH2:33][CH2:34]1)[C:23]1[CH:28]=[CH:27][CH:26]=[CH:25][CH:24]=1. The yield is 0.520. (7) The reactants are [Cl:1][C:2]1[C:7]([N+:8]([O-])=O)=[CH:6][CH:5]=[CH:4][N:3]=1.[CH3:11][C:12]([Mg]Br)=[CH:13][CH3:14].[Cl-].[NH4+]. The catalyst is O1CCCC1. The product is [Cl:1][C:2]1[N:3]=[CH:4][CH:5]=[C:6]2[C:13]([CH3:14])=[C:12]([CH3:11])[NH:8][C:7]=12. The yield is 0.300.